Dataset: Reaction yield outcomes from USPTO patents with 853,638 reactions. Task: Predict the reaction yield, written as a fraction of the theoretical maximum amount of product (1.0 means a 100% yield; for example, 0.34 means a 34% yield). (1) The reactants are [NH2:1][CH2:2][C:3]1[CH:4]=[N:5][C:6]([O:9][CH2:10][C:11](=[O:18])NCC(C)(C)C)=[CH:7][CH:8]=1.CC(C)(C)CN[C:23](COC1N=CC(C#N)=CC=1)=[O:24]. The catalyst is CO.Cl.[Pd]. The product is [CH3:23][O:24][C:11]([CH2:10][O:9][C:6]1[N:5]=[CH:4][C:3]([C:2]#[N:1])=[CH:8][CH:7]=1)=[O:18]. The yield is 0.960. (2) The reactants are [CH3:1][N:2]1[C:10]2[C:5](=[CH:6][CH:7]=[CH:8][CH:9]=2)[CH:4]=[C:3]1[C:11]([OH:13])=O.[NH2:14][C@H:15]([C:23]([NH:25][C@H:26]([CH:39]=[O:40])[CH2:27][C:28](=[N:34][NH:35][C:36]([NH2:38])=[O:37])[O:29][C:30]([CH3:33])([CH3:32])[CH3:31])=[O:24])[CH2:16][C:17]1[CH:22]=[CH:21][CH:20]=[CH:19][CH:18]=1.CCN=C=NCCCN(C)C.CCOCC. The catalyst is C(Cl)Cl.CN(C1C=CN=CC=1)C. The product is [CH3:1][N:2]1[C:10]2[C:5](=[CH:6][CH:7]=[CH:8][CH:9]=2)[CH:4]=[C:3]1[C:11]([NH:14][C@H:15]([C:23]([NH:25][C@H:26]([CH:39]=[O:40])[CH2:27][C:28](=[N:34][NH:35][C:36]([NH2:38])=[O:37])[O:29][C:30]([CH3:32])([CH3:33])[CH3:31])=[O:24])[CH2:16][C:17]1[CH:18]=[CH:19][CH:20]=[CH:21][CH:22]=1)=[O:13]. The yield is 0.820. (3) The reactants are [CH3:1][N:2]([CH3:30])[C:3]1[CH:8]=[CH:7][C:6]([C:9]2[NH:14][C:13](=[O:15])[C:12]([C:16]([O:18][CH2:19][C:20]3[CH:25]=[CH:24][CH:23]=[CH:22][CH:21]=3)=[O:17])=[C:11]([OH:26])[C:10]=2/[CH:27]=C/C)=[CH:5][CH:4]=1.N1C(C)=CC=CC=1C.[O:39]1CCOCC1.O. No catalyst specified. The product is [CH3:30][N:2]([CH3:1])[C:3]1[CH:8]=[CH:7][C:6]([C:9]2[NH:14][C:13](=[O:15])[C:12]([C:16]([O:18][CH2:19][C:20]3[CH:25]=[CH:24][CH:23]=[CH:22][CH:21]=3)=[O:17])=[C:11]([OH:26])[C:10]=2[CH:27]=[O:39])=[CH:5][CH:4]=1. The yield is 0.830. (4) The reactants are [C:1]([O:7][CH2:8][CH3:9])(=[O:6])[CH2:2][C:3]([CH3:5])=O.[CH:10](=O)[C:11]1[CH:16]=[CH:15][CH:14]=[CH:13][CH:12]=1.[NH4+:18].[OH-:19]. The catalyst is CCO.C(Cl)Cl. The product is [CH3:5][C:3]1[NH:18][C:3]([CH3:5])=[C:2]([C:1]([O:7][CH2:8][CH3:9])=[O:19])[CH:10]([C:11]2[CH:16]=[CH:15][CH:14]=[CH:13][CH:12]=2)[C:2]=1[C:1]([O:7][CH2:8][CH3:9])=[O:6]. The yield is 0.620. (5) The reactants are CN([CH:4]=[C:5]1[C:10](=O)[CH2:9][CH2:8][N:7]([CH3:12])[CH2:6]1)C.Cl.[NH2:14][C:15](=[NH:29])[N:16]1[CH2:20][CH2:19][C@@H:18]([NH:21][C:22](=[O:28])[O:23][C:24]([CH3:27])([CH3:26])[CH3:25])[CH2:17]1.C[O-].[Na+]. The catalyst is CO. The product is [CH3:12][N:7]1[CH2:8][CH2:9][C:10]2[N:29]=[C:15]([N:16]3[CH2:20][CH2:19][C@@H:18]([NH:21][C:22](=[O:28])[O:23][C:24]([CH3:26])([CH3:25])[CH3:27])[CH2:17]3)[N:14]=[CH:4][C:5]=2[CH2:6]1. The yield is 0.580. (6) The reactants are [OH:1][C:2]1[CH:7]=[CH:6][C:5]([C:8](=[C:24]2[CH2:29][C:28]([CH3:31])([CH3:30])[CH2:27][C:26]([CH3:33])([CH3:32])[CH2:25]2)[C:9]2[CH:14]=[CH:13][C:12]([O:15][CH2:16][CH2:17][CH2:18][C:19]([O:21]CC)=[O:20])=[CH:11][CH:10]=2)=[CH:4][CH:3]=1.[OH-].[Na+].Cl. The catalyst is C1COCC1.CCO. The product is [OH:1][C:2]1[CH:7]=[CH:6][C:5]([C:8](=[C:24]2[CH2:29][C:28]([CH3:31])([CH3:30])[CH2:27][C:26]([CH3:33])([CH3:32])[CH2:25]2)[C:9]2[CH:14]=[CH:13][C:12]([O:15][CH2:16][CH2:17][CH2:18][C:19]([OH:21])=[O:20])=[CH:11][CH:10]=2)=[CH:4][CH:3]=1. The yield is 0.950.